Predict the product of the given reaction. From a dataset of Forward reaction prediction with 1.9M reactions from USPTO patents (1976-2016). (1) Given the reactants [NH2:1][C:2]1[N:7]=[CH:6][C:5](/[CH:8]=[CH:9]/[C:10]([N:12]([CH3:24])[CH2:13][C:14]2[S:18][C:17]3[CH:19]=[CH:20][CH:21]=[CH:22][C:16]=3[C:15]=2[CH3:23])=[O:11])=[CH:4][CH:3]=1.NC1N=CC(/C=C/C(N(C)CC2N(C)C3C(C=2)=CC=CC=3)=O)=CC=1.[C:49]1(=O)[O:54][C:52](=[O:53])[CH2:51][CH2:50]1, predict the reaction product. The product is: [O:53]=[C:52]1[CH2:51][CH2:50][C:49](=[O:54])[N:1]1[C:2]1[N:7]=[CH:6][C:5](/[CH:8]=[CH:9]/[C:10]([N:12]([CH3:24])[CH2:13][C:14]2[S:18][C:17]3[CH:19]=[CH:20][CH:21]=[CH:22][C:16]=3[C:15]=2[CH3:23])=[O:11])=[CH:4][CH:3]=1. (2) Given the reactants Cl[C:2]1[N:7]=[C:6]([S:8][CH3:9])[N:5]=[C:4]([C:10]2[CH:11]([NH2:19])[NH:12][N:13]3[CH:18]=[CH:17][CH:16]=[N:15][C:14]=23)[CH:3]=1.[F:20][C:21]1[CH:26]=[C:25]([F:27])[CH:24]=[CH:23][C:22]=1[C@@H:28]([NH2:30])[CH3:29], predict the reaction product. The product is: [F:20][C:21]1[CH:26]=[C:25]([F:27])[CH:24]=[CH:23][C:22]=1[C@@H:28]([NH:30][C:2]1[N:7]=[C:6]([S:8][CH3:9])[N:5]=[C:4]([C:10]2[C:11]([NH2:19])=[N:12][N:13]3[CH:18]=[CH:17][CH:16]=[N:15][C:14]=23)[CH:3]=1)[CH3:29]. (3) Given the reactants [CH2:1](Cl)[C:2]1[CH:7]=[CH:6][CH:5]=[CH:4][CH:3]=1.[CH3:9][O:10][C:11](=[O:21])[C:12]1[CH:17]=[C:16]([OH:18])[C:15]([OH:19])=[C:14]([OH:20])[CH:13]=1.C(=O)([O-])[O-].[Na+].[Na+].[I-].[K+], predict the reaction product. The product is: [CH3:9][O:10][C:11](=[O:21])[C:12]1[CH:13]=[C:14]([O:20][CH2:1][C:2]2[CH:7]=[CH:6][CH:5]=[CH:4][CH:3]=2)[C:15]([O:19][CH2:1][C:2]2[CH:7]=[CH:6][CH:5]=[CH:4][CH:3]=2)=[C:16]([O:18][CH2:1][C:2]2[CH:7]=[CH:6][CH:5]=[CH:4][CH:3]=2)[CH:17]=1. (4) Given the reactants [CH2:1]([NH:8][C@H:9]1[C@H:13]([OH:14])[CH2:12][N:11]([C:15]([O:17][C:18]([CH3:21])([CH3:20])[CH3:19])=[O:16])[CH2:10]1)[C:2]1[CH:7]=[CH:6][CH:5]=[CH:4][CH:3]=1.[CH:22](=O)[CH3:23].C=O, predict the reaction product. The product is: [CH2:1]([N:8]([CH2:22][CH3:23])[C@H:9]1[C@H:13]([OH:14])[CH2:12][N:11]([C:15]([O:17][C:18]([CH3:21])([CH3:20])[CH3:19])=[O:16])[CH2:10]1)[C:2]1[CH:3]=[CH:4][CH:5]=[CH:6][CH:7]=1. (5) Given the reactants [F:1][C:2]1[CH:3]=[C:4]([C@H:26]2[CH2:30][N:29](C(OC(C)(C)C)=O)[C@H:28]([CH2:38][OH:39])[CH2:27]2)[CH:5]=[CH:6][C:7]=1[C:8]1[S:9][C:10]2[C:15]([N:16]=1)=[CH:14][CH:13]=[C:12]([C:17]1([C:20]3[CH:25]=[CH:24][CH:23]=[CH:22][CH:21]=3)[CH2:19][CH2:18]1)[N:11]=2.FC(F)(F)C(O)=O, predict the reaction product. The product is: [F:1][C:2]1[CH:3]=[C:4]([C@H:26]2[CH2:30][NH:29][C@H:28]([CH2:38][OH:39])[CH2:27]2)[CH:5]=[CH:6][C:7]=1[C:8]1[S:9][C:10]2[C:15]([N:16]=1)=[CH:14][CH:13]=[C:12]([C:17]1([C:20]3[CH:25]=[CH:24][CH:23]=[CH:22][CH:21]=3)[CH2:19][CH2:18]1)[N:11]=2. (6) The product is: [CH3:7][O:8][C:9]1[CH:17]=[C:16]2[C:12]([C:13]([CH:18]=[O:19])=[CH:14][N:15]2[CH:21]([CH3:23])[CH3:22])=[CH:11][CH:10]=1. Given the reactants C(=O)([O-])[O-].[Cs+].[Cs+].[CH3:7][O:8][C:9]1[CH:17]=[C:16]2[C:12]([C:13]([CH:18]=[O:19])=[CH:14][NH:15]2)=[CH:11][CH:10]=1.I[CH:21]([CH3:23])[CH3:22], predict the reaction product. (7) Given the reactants [CH3:1][O:2][CH2:3][C:4]1[C:8]([CH:9]=[O:10])=[CH:7][N:6]([C:11]2[CH:16]=[CH:15][CH:14]=[C:13]([O:17][CH3:18])[CH:12]=2)[N:5]=1.[CH:19]1([Mg]Br)[CH2:24][CH2:23][CH2:22][CH2:21][CH2:20]1, predict the reaction product. The product is: [CH:19]1([CH:9]([C:8]2[C:4]([CH2:3][O:2][CH3:1])=[N:5][N:6]([C:11]3[CH:16]=[CH:15][CH:14]=[C:13]([O:17][CH3:18])[CH:12]=3)[CH:7]=2)[OH:10])[CH2:24][CH2:23][CH2:22][CH2:21][CH2:20]1. (8) Given the reactants CC[N:3]=C=NCCCN(C)C.C1C=NC2N(O)N=NC=2C=1.[CH3:22][C:23]([C:26]1[CH:27]=[C:28]([S:32]([N:35]2[C:43]3[C:38](=[CH:39][C:40]([C:44]([F:47])([F:46])[F:45])=[CH:41][CH:42]=3)[CH:37]=[C:36]2[CH2:48][C:49]2[CH:57]=[CH:56][C:52]([C:53]([OH:55])=O)=[CH:51][CH:50]=2)(=[O:34])=[O:33])[CH:29]=[CH:30][CH:31]=1)([CH3:25])[CH3:24].[C:58](=[O:65])([O:60][C:61]([CH3:64])([CH3:63])[CH3:62])[NH2:59], predict the reaction product. The product is: [CH3:24][C:23]([C:26]1[CH:27]=[C:28]([S:32]([N:35]2[C:43]3[C:38](=[CH:39][C:40]([C:44]([F:45])([F:47])[F:46])=[CH:41][CH:42]=3)[CH:37]=[C:36]2[CH2:48][C:49]2[CH:57]=[CH:56][C:52]([C:53]([N:59]([C:58]([O:60][C:61]([CH3:64])([CH3:63])[CH3:62])=[O:65])[NH2:3])=[O:55])=[CH:51][CH:50]=2)(=[O:33])=[O:34])[CH:29]=[CH:30][CH:31]=1)([CH3:25])[CH3:22]. (9) Given the reactants [NH2:1][C@@H:2]1[CH2:7][CH2:6][N:5]([C:8]([O:10][C:11]([CH3:14])([CH3:13])[CH3:12])=[O:9])[CH2:4][C@H:3]1[OH:15].[Cl:16][C:17]1[N:18]=[C:19]([C:24](O)=[O:25])[NH:20][C:21]=1[CH2:22][CH3:23].O.ON1C2C=CC=CC=2N=N1.CCN=C=NCCCN(C)C.Cl.C(N(CC)CC)C, predict the reaction product. The product is: [Cl:16][C:17]1[N:18]=[C:19]([C:24]([NH:1][C@@H:2]2[CH2:7][CH2:6][N:5]([C:8]([O:10][C:11]([CH3:12])([CH3:14])[CH3:13])=[O:9])[CH2:4][C@H:3]2[OH:15])=[O:25])[NH:20][C:21]=1[CH2:22][CH3:23]. (10) Given the reactants [Cl:1][C:2]1[CH:7]=[CH:6][C:5]([C:8](=[O:13])[CH2:9][C:10](=[O:12])[CH3:11])=[CH:4][CH:3]=1.[H-].[Na+].Br[CH2:17][C:18]([O:20][CH3:21])=[O:19], predict the reaction product. The product is: [Cl:1][C:2]1[CH:3]=[CH:4][C:5]([C:8]([CH:9]([C:10](=[O:12])[CH3:11])[CH2:17][C:18]([O:20][CH3:21])=[O:19])=[O:13])=[CH:6][CH:7]=1.